Dataset: Catalyst prediction with 721,799 reactions and 888 catalyst types from USPTO. Task: Predict which catalyst facilitates the given reaction. (1) Reactant: [CH2:1]([N:8]1[CH:12]=[C:11]([NH:13]C(=O)OCC[Si](C)(C)C)[C:10]([C:23]2[CH:28]=[CH:27][CH:26]=[CH:25][CH:24]=2)=[N:9]1)[C:2]1[CH:7]=[CH:6][CH:5]=[CH:4][CH:3]=1.O.[F-].C([N+](CCCC)(CCCC)CCCC)CCC.C1COCC1. Product: [CH2:1]([N:8]1[CH:12]=[C:11]([NH2:13])[C:10]([C:23]2[CH:28]=[CH:27][CH:26]=[CH:25][CH:24]=2)=[N:9]1)[C:2]1[CH:3]=[CH:4][CH:5]=[CH:6][CH:7]=1. The catalyst class is: 1. (2) Reactant: [Cl:1][C:2]1[N:11]=[C:10]([N:12]2[CH2:17][CH2:16][CH2:15][CH2:14][CH2:13]2)[C:9]2[C:4](=[CH:5][CH:6]=[CH:7][CH:8]=2)[N:3]=1.[F:18][C:19]([F:29])([F:28])[C:20]1[CH:27]=[CH:26][C:23]([CH2:24][NH2:25])=[CH:22][CH:21]=1. Product: [ClH:1].[N:12]1([C:10]2[C:9]3[C:4](=[CH:5][CH:6]=[CH:7][CH:8]=3)[N:3]=[C:2]([NH:25][CH2:24][C:23]3[CH:22]=[CH:21][C:20]([C:19]([F:18])([F:28])[F:29])=[CH:27][CH:26]=3)[N:11]=2)[CH2:17][CH2:16][CH2:15][CH2:14][CH2:13]1. The catalyst class is: 23. (3) Reactant: O[CH2:2][CH2:3][CH2:4][C:5]1[CH:10]=[CH:9][CH:8]=[CH:7][C:6]=1[C:11]1[CH:12]=[C:13]2[C:18](=[C:19]([O:21][CH2:22][O:23][CH2:24][CH2:25][Si:26]([CH3:29])([CH3:28])[CH3:27])[CH:20]=1)[N:17]=[CH:16][N:15]([CH2:30][O:31][CH2:32][CH2:33][Si:34]([CH3:37])([CH3:36])[CH3:35])[C:14]2=[O:38].C1(P(C2C=CC=CC=2)C2C=CC=CC=2)C=CC=CC=1.[Br:58]C(Br)(Br)Br. Product: [Br:58][CH2:2][CH2:3][CH2:4][C:5]1[CH:10]=[CH:9][CH:8]=[CH:7][C:6]=1[C:11]1[CH:12]=[C:13]2[C:18](=[C:19]([O:21][CH2:22][O:23][CH2:24][CH2:25][Si:26]([CH3:29])([CH3:28])[CH3:27])[CH:20]=1)[N:17]=[CH:16][N:15]([CH2:30][O:31][CH2:32][CH2:33][Si:34]([CH3:37])([CH3:36])[CH3:35])[C:14]2=[O:38]. The catalyst class is: 4. (4) Product: [CH3:20][O:1][C:2]1[C:10]2[C:5](=[CH:6][C:7]([C:11]([O:13][CH3:14])=[O:12])=[CH:8][CH:9]=2)[N:4]([C:15]([O:17][CH2:18][CH3:19])=[O:16])[N:3]=1. The catalyst class is: 21. Reactant: [OH:1][C:2]1[C:10]2[C:5](=[CH:6][C:7]([C:11]([O:13][CH3:14])=[O:12])=[CH:8][CH:9]=2)[N:4]([C:15]([O:17][CH2:18][CH3:19])=[O:16])[N:3]=1.[C:20](=O)([O-])[O-].[Cs+].[Cs+].CI. (5) Reactant: [CH3:1][C:2]1[N:7]=[C:6]([NH:8][CH3:9])[N:5]=[C:4]([NH:10][CH:11]2[CH2:16][CH2:15][CH2:14][CH:13]([C:17]([OH:19])=O)[CH2:12]2)[N:3]=1.[Cl:20][C:21]1[CH:26]=[C:25]([Cl:27])[CH:24]=[CH:23][C:22]=1[CH2:28][NH2:29].CCN=C=NCCCN(C)C.Cl. Product: [Cl:20][C:21]1[CH:26]=[C:25]([Cl:27])[CH:24]=[CH:23][C:22]=1[CH2:28][NH:29][C:17]([C@H:13]1[CH2:14][CH2:15][CH2:16][C@@H:11]([NH:10][C:4]2[N:3]=[C:2]([CH3:1])[N:7]=[C:6]([NH:8][CH3:9])[N:5]=2)[CH2:12]1)=[O:19]. The catalyst class is: 142.